Dataset: Reaction yield outcomes from USPTO patents with 853,638 reactions. Task: Predict the reaction yield, written as a fraction of the theoretical maximum amount of product (1.0 means a 100% yield; for example, 0.34 means a 34% yield). (1) The reactants are [F:1][C:2]1[C:3]2[C:7]([CH:8]=[CH:9][CH:10]=1)=[N:6][N:5]1[C:11](=[O:28])[CH:12]=[C:13]([CH:15]3[CH2:20][CH2:19][N:18](C(OC(C)(C)C)=O)[CH2:17][CH2:16]3)[NH:14][C:4]=21.CO.[ClH:31]. The catalyst is O1CCOCC1. The product is [ClH:31].[F:1][C:2]1[C:3]2[C:7]([CH:8]=[CH:9][CH:10]=1)=[N:6][N:14]1[C:13]([CH:15]3[CH2:20][CH2:19][NH:18][CH2:17][CH2:16]3)=[CH:12][C:11](=[O:28])[NH:5][C:4]=21. The yield is 0.950. (2) The reactants are I[C:2]1[N:14](S(C2C=CC(C)=CC=2)(=O)=O)[C:5]2=[N:6][CH:7]=[C:8]3[CH:12]=[N:11][N:10]([CH3:13])[C:9]3=[C:4]2[CH:3]=1.[CH3:25][N:26]1[CH:30]=[C:29](B2OC(C)(C)C(C)(C)O2)[CH:28]=[N:27]1.C([O-])([O-])=O.[Na+].[Na+].[OH-].[Na+]. The catalyst is O1CCOCC1.O.CO. The product is [CH3:13][N:10]1[C:9]2=[C:4]3[CH:3]=[C:2]([C:29]4[CH:28]=[N:27][N:26]([CH3:25])[CH:30]=4)[NH:14][C:5]3=[N:6][CH:7]=[C:8]2[CH:12]=[N:11]1. The yield is 0.390. (3) The reactants are [OH:1][C:2]1[CH:7]=[CH:6][CH:5]=[CH:4][C:3]=1[C:8](=[O:10])[CH3:9].Br[CH2:12][C:13]([O:15][CH3:16])=[O:14].C(=O)([O-])[O-].[K+].[K+]. The catalyst is CC(C)=O.CCOC(C)=O. The product is [C:8]([C:3]1[CH:4]=[CH:5][CH:6]=[CH:7][C:2]=1[O:1][CH2:12][C:13]([O:15][CH3:16])=[O:14])(=[O:10])[CH3:9]. The yield is 1.00. (4) The reactants are C(N(CC)CC)C.[CH3:8][O:9][C:10]([CH:12]1[CH2:21][NH:20][CH2:19][CH2:18][C:13]21[O:17][CH2:16][CH2:15][O:14]2)=[O:11].[C:22]([O:30][C:31](Cl)=[O:32])(=O)[C:23]1[CH:28]=[CH:27][CH:26]=[CH:25][CH:24]=1. The catalyst is C(Cl)Cl. The product is [CH3:8][O:9][C:10]([CH:12]1[CH2:21][N:20]([C:31]([O:30][CH2:22][C:23]2[CH:28]=[CH:27][CH:26]=[CH:25][CH:24]=2)=[O:32])[CH2:19][CH2:18][C:13]21[O:17][CH2:16][CH2:15][O:14]2)=[O:11]. The yield is 0.850. (5) The reactants are [CH2:1]([NH:3][C:4](=[O:36])[NH:5][C:6]1[CH:11]=[CH:10][C:9]([C:12]2[N:13]=[C:14]([N:29]3[CH2:34][CH2:33][O:32][CH2:31][C@@H:30]3[CH3:35])[C:15]3C[CH2:20][N:19]([C:22]([O:24][C:25](C)(C)[CH3:26])=[O:23])[CH2:18][C:16]=3[N:17]=2)=[CH:8][CH:7]=1)[CH3:2].ClC1N=C(N2CCOC[C@@H]2C)C2CN(C(OCC)=O)CC=2N=1.CC1(C)C(C)(C)OB(C2C=CC(NC(=O)NCC[NH:78][C:79](=[O:81])[CH3:80])=CC=2)O1. The catalyst is Cl[Pd]Cl.C1(P(C2C=CC=CC=2)[C-]2C=CC=C2)C=CC=CC=1.[C-]1(P(C2C=CC=CC=2)C2C=CC=CC=2)C=CC=C1.[Fe+2]. The product is [C:79]([NH:78][CH2:2][CH2:1][NH:3][C:4](=[O:36])[NH:5][C:6]1[CH:7]=[CH:8][C:9]([C:12]2[N:13]=[C:14]([N:29]3[CH2:34][CH2:33][O:32][CH2:31][C@@H:30]3[CH3:35])[C:15]3[CH2:20][N:19]([C:22]([O:24][CH2:25][CH3:26])=[O:23])[CH2:18][C:16]=3[N:17]=2)=[CH:10][CH:11]=1)(=[O:81])[CH3:80]. The yield is 0.380.